This data is from Full USPTO retrosynthesis dataset with 1.9M reactions from patents (1976-2016). The task is: Predict the reactants needed to synthesize the given product. (1) Given the product [Br:59][CH2:37][C:34]1([NH:33][C:31]([NH:30][C@@:15]([C:4]2[CH:5]=[C:6]([O:8][C:9]([F:14])([F:13])[CH:10]([F:12])[F:11])[CH:7]=[C:2]([F:1])[CH:3]=2)([C:23]2[CH:28]=[CH:27][C:26]([F:29])=[CH:25][CH:24]=2)[CH2:16][C:17]2[CH:22]=[CH:21][CH:20]=[CH:19][CH:18]=2)=[O:32])[CH2:36][CH2:35]1, predict the reactants needed to synthesize it. The reactants are: [F:1][C:2]1[CH:3]=[C:4]([C@:15]([NH:30][C:31]([NH:33][C:34]2([CH2:37]O)[CH2:36][CH2:35]2)=[O:32])([C:23]2[CH:28]=[CH:27][C:26]([F:29])=[CH:25][CH:24]=2)[CH2:16][C:17]2[CH:22]=[CH:21][CH:20]=[CH:19][CH:18]=2)[CH:5]=[C:6]([O:8][C:9]([F:14])([F:13])[CH:10]([F:12])[F:11])[CH:7]=1.C1C=CC(P(C2C=CC=CC=2)C2C=CC=CC=2)=CC=1.C(Br)(Br)(Br)[Br:59]. (2) Given the product [C:13]([O:4][CH2:3][C@:2]([CH3:1])([O:7][CH2:8][CH2:9][CH2:10][CH:11]=[CH2:12])[CH:5]=[CH2:6])(=[O:20])[C:14]1[CH:19]=[CH:18][CH:17]=[CH:16][CH:15]=1, predict the reactants needed to synthesize it. The reactants are: [CH3:1][C@@:2]([O:7][CH2:8][CH2:9][CH2:10][CH:11]=[CH2:12])([CH:5]=[CH2:6])[CH2:3][OH:4].[C:13](Cl)(=[O:20])[C:14]1[CH:19]=[CH:18][CH:17]=[CH:16][CH:15]=1. (3) The reactants are: [Cl:1][C:2]1[CH:3]=[C:4]([C:12]2[O:16][N:15]=[C:14]([C:17]3[CH:18]=[CH:19][CH:20]=[C:21]4[C:25]=3[N:24]([CH3:26])[CH:23]=[C:22]4[CH2:27][CH:28]=O)[N:13]=2)[CH:5]=[CH:6][C:7]=1[O:8][CH:9]([CH3:11])[CH3:10].[NH2:30][CH2:31][CH2:32][C:33]([O:35][CH2:36][CH3:37])=[O:34].C(O)(=O)C.C(O[BH-](OC(=O)C)OC(=O)C)(=O)C.[Na+]. Given the product [Cl:1][C:2]1[CH:3]=[C:4]([C:12]2[O:16][N:15]=[C:14]([C:17]3[CH:18]=[CH:19][CH:20]=[C:21]4[C:25]=3[N:24]([CH3:26])[CH:23]=[C:22]4[CH2:27][CH2:28][NH:30][CH2:31][CH2:32][C:33]([O:35][CH2:36][CH3:37])=[O:34])[N:13]=2)[CH:5]=[CH:6][C:7]=1[O:8][CH:9]([CH3:10])[CH3:11], predict the reactants needed to synthesize it. (4) The reactants are: FC(F)(F)S(O[C:7]1[CH:16]=[CH:15][C:14]2[C:9](=[C:10]([C:17]3[CH:22]=[CH:21][N:20]=[CH:19][CH:18]=3)[CH:11]=[CH:12][N:13]=2)[N:8]=1)(=O)=O.C([Si](C)(C)[O:30][CH2:31][C:32]1[O:36][C:35](B(O)O)=[CH:34][CH:33]=1)(C)(C)C. Given the product [N:20]1[CH:21]=[CH:22][C:17]([C:10]2[CH:11]=[CH:12][N:13]=[C:14]3[C:9]=2[N:8]=[C:7]([C:35]2[O:36][C:32]([CH2:31][OH:30])=[CH:33][CH:34]=2)[CH:16]=[CH:15]3)=[CH:18][CH:19]=1, predict the reactants needed to synthesize it. (5) Given the product [CH3:13][C:14]1[CH:15]=[C:16]([CH:17]=[CH:18][C:19]=1[CH3:20])[O:21][C:2]1[CH:12]=[CH:11][C:5]([C:6]([O:8][CH2:9][CH3:10])=[O:7])=[CH:4][CH:3]=1, predict the reactants needed to synthesize it. The reactants are: Br[C:2]1[CH:12]=[CH:11][C:5]([C:6]([O:8][CH2:9][CH3:10])=[O:7])=[CH:4][CH:3]=1.[CH3:13][C:14]1[CH:15]=[C:16]([OH:21])[CH:17]=[CH:18][C:19]=1[CH3:20].C([O-])([O-])=O.[Cs+].[Cs+].